The task is: Predict the reaction yield, written as a fraction of the theoretical maximum amount of product (1.0 means a 100% yield; for example, 0.34 means a 34% yield).. This data is from Reaction yield outcomes from USPTO patents with 853,638 reactions. (1) The reactants are [OH:1][C:2]([C:29]1[S:30][CH:31]=[CH:32][CH:33]=1)([C:24]1[S:25][CH:26]=[CH:27][CH:28]=1)[C:3]([O:5][C@H:6]1[CH2:11][CH2:10][C@H:9]([N:12]([CH2:14][CH2:15][NH:16]C(OC(C)(C)C)=O)[CH3:13])[CH2:8][CH2:7]1)=[O:4].Cl. The catalyst is O1CCOCC1. The product is [OH:1][C:2]([C:24]1[S:25][CH:26]=[CH:27][CH:28]=1)([C:29]1[S:30][CH:31]=[CH:32][CH:33]=1)[C:3]([O:5][C@H:6]1[CH2:7][CH2:8][C@H:9]([N:12]([CH2:14][CH2:15][NH2:16])[CH3:13])[CH2:10][CH2:11]1)=[O:4]. The yield is 0.950. (2) The reactants are [CH3:1][O:2][C:3]([C:5]1[S:6][C:7]([C:33]2(O)[CH2:38][CH2:37][CH2:36][CH:35]=[CH:34]2)=[CH:8][C:9]=1[N:10]([C:24]([C@H:26]1[CH2:31][CH2:30][C@H:29]([CH3:32])[CH2:28][CH2:27]1)=[O:25])[C@H:11]1[CH2:16][CH2:15][C@H:14]([O:17][CH:18]2[CH2:23][CH2:22][CH2:21][CH2:20][O:19]2)[CH2:13][CH2:12]1)=[O:4].C([SiH](CC)CC)C.FC(F)(F)C(O)=[O:50].C([O-])(O)=O.[Na+]. The catalyst is C(Cl)Cl. The product is [CH3:1][O:2][C:3]([C:5]1[S:6][C:7]([C:33]2[CH2:38][CH2:37][CH2:36][CH:35]([OH:50])[CH:34]=2)=[CH:8][C:9]=1[N:10]([C:24]([C@H:26]1[CH2:27][CH2:28][C@H:29]([CH3:32])[CH2:30][CH2:31]1)=[O:25])[C@H:11]1[CH2:12][CH2:13][C@H:14]([O:17][CH:18]2[CH2:23][CH2:22][CH2:21][CH2:20][O:19]2)[CH2:15][CH2:16]1)=[O:4]. The yield is 0.450. (3) The reactants are [NH2:1][C:2]1[C:3]2[N:4]([C:8]([N:30]3[CH2:35][CH2:34][CH2:33][CH:32]([C:36]([O:38]C)=[O:37])[CH2:31]3)=[N:9][C:10]=2[C:11]2[CH:16]=[CH:15][C:14]([C:17](=[O:29])[NH:18][C:19]3[CH:24]=[C:23]([C:25]([F:28])([F:27])[F:26])[CH:22]=[CH:21][N:20]=3)=[CH:13][CH:12]=2)[CH:5]=[CH:6][N:7]=1.[Li+].[OH-]. The catalyst is C1COCC1.O. The product is [NH2:1][C:2]1[C:3]2[N:4]([C:8]([N:30]3[CH2:35][CH2:34][CH2:33][CH:32]([C:36]([OH:38])=[O:37])[CH2:31]3)=[N:9][C:10]=2[C:11]2[CH:16]=[CH:15][C:14]([C:17](=[O:29])[NH:18][C:19]3[CH:24]=[C:23]([C:25]([F:27])([F:26])[F:28])[CH:22]=[CH:21][N:20]=3)=[CH:13][CH:12]=2)[CH:5]=[CH:6][N:7]=1. The yield is 0.619. (4) No catalyst specified. The yield is 0.970. The product is [F:12][CH:13]1[CH2:18][CH2:17][CH2:16][N:15]([C:2]2[N:6]([CH3:7])[N:5]=[CH:4][C:3]=2[N+:8]([O-:10])=[O:9])[CH2:14]1. The reactants are Cl[C:2]1[N:6]([CH3:7])[N:5]=[CH:4][C:3]=1[N+:8]([O-:10])=[O:9].Cl.[F:12][CH:13]1[CH2:18][CH2:17][CH2:16][NH:15][CH2:14]1. (5) The catalyst is [Pd].CO. The yield is 0.860. The reactants are [CH:1]([C:3]1[N:8]=[C:7]2[N:9]([C@H:13]([C:15]3[CH:20]=[CH:19][CH:18]=[CH:17][CH:16]=3)[CH3:14])[C:10]([OH:12])=[N:11][C:6]2=[N:5][CH:4]=1)=[CH2:2]. The product is [C:15]1([C@@H:13]([N:9]2[C:7]3=[N:8][C:3]([CH2:1][CH3:2])=[CH:4][N:5]=[C:6]3[N:11]=[C:10]2[OH:12])[CH3:14])[CH:20]=[CH:19][CH:18]=[CH:17][CH:16]=1. (6) The reactants are [OH:1][C:2]1[CH:3]=[C:4]2[C:9](=[CH:10][C:11]=1[O:12][CH3:13])[CH:8]([CH2:14][C:15]1[CH:20]=[CH:19][CH:18]=[C:17]([O:21][CH2:22][CH3:23])[CH:16]=1)[NH:7][CH:6]=[C:5]2[CH:24]=[O:25]. The catalyst is C(Cl)(Cl)Cl.[O-2].[Mn+4].[O-2]. The product is [OH:1][C:2]1[CH:3]=[C:4]2[C:9](=[CH:10][C:11]=1[O:12][CH3:13])[C:8]([CH2:14][C:15]1[CH:20]=[CH:19][CH:18]=[C:17]([O:21][CH2:22][CH3:23])[CH:16]=1)=[N:7][CH:6]=[C:5]2[CH:24]=[O:25]. The yield is 0.890. (7) The reactants are [Cl:1][C:2]1[CH:3]=[C:4]([N:9]2[C:13]3[C:14](=[O:25])[N:15]([C:18]4[CH:23]=[CH:22][C:21](I)=[CH:20][CH:19]=4)[CH2:16][CH2:17][C:12]=3[C:11]([C:26]([F:29])([F:28])[F:27])=[N:10]2)[CH:5]=[CH:6][C:7]=1[F:8].[C:30]1(=[O:36])[NH:35][CH2:34][CH2:33][CH2:32][CH2:31]1.NC1CCCCC1N.[O-]P([O-])([O-])=O.[K+].[K+].[K+]. The catalyst is [Cu]I.C(OC(=O)C)C.O1CCOCC1. The product is [Cl:1][C:2]1[CH:3]=[C:4]([N:9]2[C:13]3[C:14](=[O:25])[N:15]([C:18]4[CH:23]=[CH:22][C:21]([N:35]5[CH2:34][CH2:33][CH2:32][CH2:31][C:30]5=[O:36])=[CH:20][CH:19]=4)[CH2:16][CH2:17][C:12]=3[C:11]([C:26]([F:29])([F:28])[F:27])=[N:10]2)[CH:5]=[CH:6][C:7]=1[F:8]. The yield is 0.800.